This data is from Reaction yield outcomes from USPTO patents with 853,638 reactions. The task is: Predict the reaction yield, written as a fraction of the theoretical maximum amount of product (1.0 means a 100% yield; for example, 0.34 means a 34% yield). The reactants are [C:1]([C:5]1[NH:6][C:7]([C:12]2[CH:17]=[CH:16][C:15]([CH3:18])=[CH:14][CH:13]=2)=[C:8]([N:10]=O)[N:9]=1)([CH3:4])([CH3:3])[CH3:2].CO. The catalyst is CCO.C(Cl)Cl.[Pd]. The product is [C:1]([C:5]1[NH:6][C:7]([C:12]2[CH:13]=[CH:14][C:15]([CH3:18])=[CH:16][CH:17]=2)=[C:8]([NH2:10])[N:9]=1)([CH3:4])([CH3:3])[CH3:2]. The yield is 0.680.